This data is from hERG Central: cardiac toxicity at 1µM, 10µM, and general inhibition. The task is: Predict hERG channel inhibition at various concentrations. (1) The drug is Cc1ccccc1-c1cccc([C@@H]2C[C@H]3CN(Cc4cccnc4)C(=O)[C@]34CCCN24)c1. Results: hERG_inhib (hERG inhibition (general)): blocker. (2) The drug is Cc1ccc(C(=O)N/C(=C/c2cccc([N+](=O)[O-])c2)C(=O)NC(C)C)cc1. Results: hERG_inhib (hERG inhibition (general)): blocker. (3) The drug is COc1ccccc1NC(=O)COC(=O)CC(C)(C)CC1=NS(=O)(=O)c2ccccc2N1. Results: hERG_inhib (hERG inhibition (general)): blocker. (4) The molecule is CS(=O)(=O)Nc1ccc(C2=NN(S(C)(=O)=O)C(c3ccccc3)C2)cc1. Results: hERG_inhib (hERG inhibition (general)): blocker. (5) The drug is COc1ccc(NC(=S)N(CCC(C)C)C2CCN(C(C)C)CC2)cc1Cl. Results: hERG_inhib (hERG inhibition (general)): blocker. (6) The drug is COc1cc(CN(C)CCc2ccccc2)ccc1OCc1ccccc1. Results: hERG_inhib (hERG inhibition (general)): blocker. (7) The drug is COc1ccccc1CNC(=O)c1cc(-c2ccccc2)nn1CC1CC(c2cccnc2)=NO1. Results: hERG_inhib (hERG inhibition (general)): blocker.